This data is from Forward reaction prediction with 1.9M reactions from USPTO patents (1976-2016). The task is: Predict the product of the given reaction. (1) Given the reactants [NH2:1][C:2]1[CH:3]=[C:4]([SH:8])[CH:5]=[CH:6][CH:7]=1.[C:9](O[C:9]([O:11][C:12]([CH3:15])([CH3:14])[CH3:13])=[O:10])([O:11][C:12]([CH3:15])([CH3:14])[CH3:13])=[O:10].C(N(CC)CC)C, predict the reaction product. The product is: [NH2:1][C:2]1[CH:3]=[C:4]([S:8][C:9]([O:11][C:12]([CH3:15])([CH3:14])[CH3:13])=[O:10])[CH:5]=[CH:6][CH:7]=1. (2) Given the reactants COC1C=CC=CC=1C1N=CN=C(NC2C=C(CS(N)(=O)=O)C=CC=2)N=1.Cl[C:28]1[N:33]=[CH:32][N:31]=[C:30]([NH:34][C:35]2[CH:36]=[C:37]([CH2:41][S:42]([NH2:45])(=[O:44])=[O:43])[CH:38]=[CH:39][CH:40]=2)[N:29]=1.[F:46][C:47]1[C:48]([O:57][CH3:58])=[C:49](B(O)O)[CH:50]=[C:51]([F:53])[CH:52]=1, predict the reaction product. The product is: [F:46][C:47]1[C:48]([O:57][CH3:58])=[C:49]([C:28]2[N:33]=[CH:32][N:31]=[C:30]([NH:34][C:35]3[CH:36]=[C:37]([CH2:41][S:42]([NH2:45])(=[O:44])=[O:43])[CH:38]=[CH:39][CH:40]=3)[N:29]=2)[CH:50]=[C:51]([F:53])[CH:52]=1. (3) Given the reactants [H-].[Al+3].[Li+].[H-].[H-].[H-].[OH:7][C:8]1[CH:9]=[CH:10][C:11]([CH3:24])=[C:12]([NH:14][C:15]([C:17]2[N:21]([CH3:22])[N:20]=[C:19]([CH3:23])[CH:18]=2)=O)[CH:13]=1.S([O-])([O-])(=O)=O.[Na+].[Na+].S([O-])([O-])(=O)=O.[Mg+2], predict the reaction product. The product is: [CH3:22][N:21]1[C:17]([CH2:15][NH:14][C:12]2[CH:13]=[C:8]([OH:7])[CH:9]=[CH:10][C:11]=2[CH3:24])=[CH:18][C:19]([CH3:23])=[N:20]1. (4) Given the reactants [Si](O[C@H](C1C=CC(O)=C2C=1C=CC(=O)N2)CNCCCCCCCCNC(C1C=C(S(C2C=C3C(=C(C)C=2)N=CC(C(N)=O)=C3NC2C=CC=C(OC)C=2)(=O)=O)C=CC=1)=O)(C(C)(C)C)(C)C.[NH2:67][CH2:68][C@@H:69]([C:71]1[CH:80]=[CH:79][C:78]([OH:81])=[C:77]2[C:72]=1[CH:73]=[CH:74][C:75](=[O:82])[NH:76]2)[OH:70].[CH3:83][O:84][C:85]1[CH:86]=[C:87]([NH:91][C:92]2[C:101]3[C:96](=[C:97]([CH3:126])[CH:98]=[C:99]([S:102]([C:105]4[CH:110]=[CH:109][CH:108]=[C:107]([CH2:111][N:112]([C:114]([C:116]5[CH:121]=[CH:120][CH:119]=[C:118]([CH2:122][C:123](=O)[CH3:124])[CH:117]=5)=[O:115])[CH3:113])[CH:106]=4)(=[O:104])=[O:103])[CH:100]=3)[N:95]=[CH:94][C:93]=2[C:127]([NH2:129])=[O:128])[CH:88]=[CH:89][CH:90]=1, predict the reaction product. The product is: [OH:70][C@H:69]([C:71]1[CH:80]=[CH:79][C:78]([OH:81])=[C:77]2[C:72]=1[CH:73]=[CH:74][C:75](=[O:82])[NH:76]2)[CH2:68][NH:67][CH:123]([CH3:124])[CH2:122][C:118]1[CH:117]=[C:116]([CH:121]=[CH:120][CH:119]=1)[C:114]([N:112]([CH2:111][C:107]1[CH:106]=[C:105]([S:102]([C:99]2[CH:100]=[C:101]3[C:96](=[C:97]([CH3:126])[CH:98]=2)[N:95]=[CH:94][C:93]([C:127]([NH2:129])=[O:128])=[C:92]3[NH:91][C:87]2[CH:88]=[CH:89][CH:90]=[C:85]([O:84][CH3:83])[CH:86]=2)(=[O:104])=[O:103])[CH:110]=[CH:109][CH:108]=1)[CH3:113])=[O:115]. (5) Given the reactants [Br:1][C:2]1[CH:3]=[N:4][C:5](I)=[N:6][CH:7]=1.[O:9]1[CH2:14][CH:13]=[C:12](B2OC(C)(C)C(C)(C)O2)[CH2:11][CH2:10]1.N#N, predict the reaction product. The product is: [Br:1][C:2]1[CH:3]=[N:4][C:5]([C:12]2[CH2:13][CH2:14][O:9][CH2:10][CH:11]=2)=[N:6][CH:7]=1. (6) Given the reactants [CH3:1][C:2]1[CH:7]=[C:6]([C:8]#[C:9][Si](C)(C)C)[CH:5]=[CH:4][N:3]=1.I[C:15]1[NH:19][C:18]([CH:20]([CH3:22])[CH3:21])=[N:17][CH:16]=1, predict the reaction product. The product is: [CH:20]([C:18]1[NH:17][CH:16]=[C:15]([C:9]#[C:8][C:6]2[CH:5]=[CH:4][N:3]=[C:2]([CH3:1])[CH:7]=2)[N:19]=1)([CH3:22])[CH3:21].